This data is from Catalyst prediction with 721,799 reactions and 888 catalyst types from USPTO. The task is: Predict which catalyst facilitates the given reaction. (1) Reactant: [CH2:1](Br)[C:2]1[CH:7]=[CH:6][CH:5]=[CH:4][CH:3]=1.[NH2:9][CH:10]([CH:16]1[CH2:21][CH2:20][O:19][CH2:18][CH2:17]1)[C:11]([O:13][CH2:14][CH3:15])=[O:12].C(=O)([O-])[O-].[K+].[K+].O. Product: [CH2:1]([NH:9][CH:10]([CH:16]1[CH2:17][CH2:18][O:19][CH2:20][CH2:21]1)[C:11]([O:13][CH2:14][CH3:15])=[O:12])[C:2]1[CH:7]=[CH:6][CH:5]=[CH:4][CH:3]=1. The catalyst class is: 3. (2) Reactant: [F:1][C:2]([F:28])([C:22]1[CH:27]=[CH:26][CH:25]=[CH:24][N:23]=1)[CH2:3][NH:4][N:5]1[C:10](=[O:11])[CH:9]=[C:8]([CH3:12])[N:7]([CH2:13][C:14]([O:16]C(C)(C)C)=[O:15])[C:6]1=[O:21]. Product: [F:28][C:2]([F:1])([C:22]1[CH:27]=[CH:26][CH:25]=[CH:24][N:23]=1)[CH2:3][NH:4][N:5]1[C:10](=[O:11])[CH:9]=[C:8]([CH3:12])[N:7]([CH2:13][C:14]([OH:16])=[O:15])[C:6]1=[O:21]. The catalyst class is: 67. (3) Reactant: [CH3:1][O:2][C:3]1[CH:4]=[N:5][C:6]2[C:11]([CH:12]=1)=[CH:10][C:9]([CH2:13][C:14](O)=O)=[CH:8][CH:7]=2.[Cl:17][C:18]1[CH:19]=[C:20]([F:26])[C:21]([NH:24][NH2:25])=[N:22][CH:23]=1.C1(P(C2C=CC=CC=2)C2C=CC=CC=2)C=CC=CC=1.CCN(C(C)C)C(C)C.ClC(Cl)(Cl)C#N. Product: [Cl:17][C:18]1[CH:19]=[C:20]([F:26])[C:21]2[N:22]([C:14]([CH2:13][C:9]3[CH:10]=[C:11]4[C:6](=[CH:7][CH:8]=3)[N:5]=[CH:4][C:3]([O:2][CH3:1])=[CH:12]4)=[N:25][N:24]=2)[CH:23]=1. The catalyst class is: 2. (4) Reactant: [CH3:1][C:2]1[C:10]2[C:9](=[O:11])[NH:8][C:7]([CH2:12][CH2:13][CH3:14])=[N:6][C:5]=2[O:4][N:3]=1.[CH2:15](Br)[C:16]1[CH:21]=[CH:20][CH:19]=[CH:18][CH:17]=1.C(=O)([O-])[O-].[K+].[K+]. Product: [CH2:15]([N:8]1[C:9](=[O:11])[C:10]2[C:2]([CH3:1])=[N:3][O:4][C:5]=2[N:6]=[C:7]1[CH2:12][CH2:13][CH3:14])[C:16]1[CH:21]=[CH:20][CH:19]=[CH:18][CH:17]=1. The catalyst class is: 18. (5) Reactant: CO[C:3](=O)[C@H:4]([C:10](=O)[C@@H:11]([N:19]1C(=O)C2C(=CC=CC=2)C1=O)CC1C=CC=CC=1)CCCC=O.[C:32]([O:35][CH2:36]C)(=[O:34])[CH3:33]. Product: [CH3:36][O:35][C:32]([CH:33]1[CH2:3][CH2:4][CH:10]=[CH:11][NH:19]1)=[O:34]. The catalyst class is: 501. (6) Reactant: [O:1]=[C:2]1[N:8]([CH:9]2[CH2:14][CH2:13][N:12]([C:15]([O:17][C@H:18]([CH2:40][C:41]3[CH:46]=[C:45]([CH3:47])[C:44]([O:48]CC4C=CC=CC=4)=[C:43]([CH3:56])[CH:42]=3)[C:19]([N:21]3[CH2:26][CH2:25][CH:24]([N:27]4[CH2:32][CH2:31][CH:30]([O:33][CH2:34][C:35]([O:37][CH2:38][CH3:39])=[O:36])[CH2:29][CH2:28]4)[CH2:23][CH2:22]3)=[O:20])=[O:16])[CH2:11][CH2:10]2)[CH2:7][CH2:6][C:5]2[CH:57]=[CH:58][CH:59]=[CH:60][C:4]=2[NH:3]1.[H][H]. Product: [O:1]=[C:2]1[N:8]([CH:9]2[CH2:14][CH2:13][N:12]([C:15]([O:17][C@H:18]([CH2:40][C:41]3[CH:46]=[C:45]([CH3:47])[C:44]([OH:48])=[C:43]([CH3:56])[CH:42]=3)[C:19]([N:21]3[CH2:26][CH2:25][CH:24]([N:27]4[CH2:32][CH2:31][CH:30]([O:33][CH2:34][C:35]([O:37][CH2:38][CH3:39])=[O:36])[CH2:29][CH2:28]4)[CH2:23][CH2:22]3)=[O:20])=[O:16])[CH2:11][CH2:10]2)[CH2:7][CH2:6][C:5]2[CH:57]=[CH:58][CH:59]=[CH:60][C:4]=2[NH:3]1. The catalyst class is: 50. (7) Reactant: C(=O)([O-])[O-].[Na+].[Na+].[CH2:7]([O:9][C:10]1[CH:11]=[C:12]2[C:17](=[CH:18][CH:19]=1)[CH:16]=[C:15](B(O)O)[CH:14]=[CH:13]2)[CH3:8].I[C:24]1[CH:32]=[CH:31][C:30]([NH:33][C:34](=[O:44])[CH:35]([C:38]2[CH:43]=[CH:42][CH:41]=[CH:40][CH:39]=2)[CH2:36][CH3:37])=[CH:29][C:25]=1[C:26]([NH2:28])=[O:27].C(OCC)(=O)C. Product: [CH2:7]([O:9][C:10]1[CH:11]=[C:12]2[C:17](=[CH:18][CH:19]=1)[CH:16]=[C:15]([C:24]1[CH:32]=[CH:31][C:30]([NH:33][C:34](=[O:44])[CH:35]([C:38]3[CH:39]=[CH:40][CH:41]=[CH:42][CH:43]=3)[CH2:36][CH3:37])=[CH:29][C:25]=1[C:26]([NH2:28])=[O:27])[CH:14]=[CH:13]2)[CH3:8]. The catalyst class is: 77. (8) Reactant: [Cl:1][C:2]1[CH:10]=[CH:9][C:8]2[NH:7][C:6]3[CH2:11][CH2:12][N:13]([CH3:16])[CH2:14][CH2:15][C:5]=3[C:4]=2[CH:3]=1.Br[CH:18]=[C:19]([C:21]1[CH:26]=[CH:25][CH:24]=[C:23]([F:27])[CH:22]=1)[CH3:20].N1CCC[C@H]1C(O)=O.[O-]P([O-])([O-])=O.[K+].[K+].[K+]. Product: [Cl:1][C:2]1[CH:10]=[CH:9][C:8]2[N:7](/[CH:18]=[C:19](\[C:21]3[CH:26]=[CH:25][CH:24]=[C:23]([F:27])[CH:22]=3)/[CH3:20])[C:6]3[CH2:11][CH2:12][N:13]([CH3:16])[CH2:14][CH2:15][C:5]=3[C:4]=2[CH:3]=1. The catalyst class is: 122.